Dataset: Full USPTO retrosynthesis dataset with 1.9M reactions from patents (1976-2016). Task: Predict the reactants needed to synthesize the given product. (1) Given the product [CH3:1][O:2][C:3]1[CH:20]=[CH:19][CH:18]=[C:5]2[C:4]=1[CH:43]([OH:44])[N:8]([C:9]([CH3:17])([C:11]1[CH:12]=[CH:13][CH:14]=[CH:15][CH:16]=1)[CH3:10])[C:6]2=[O:7].[CH3:1][O:2][C:3]1[CH:4]=[C:5]2[C:18]([CH:43]([OH:44])[N:8]([C:9]([CH3:17])([C:11]3[CH:12]=[CH:13][CH:14]=[CH:15][CH:16]=3)[CH3:10])[C:6]2=[O:7])=[CH:19][CH:20]=1, predict the reactants needed to synthesize it. The reactants are: [CH3:1][O:2][C:3]1[CH:4]=[C:5]([CH:18]=[CH:19][CH:20]=1)[C:6]([NH:8][C:9]([CH3:17])([C:11]1[CH:16]=[CH:15][CH:14]=[CH:13][CH:12]=1)[CH3:10])=[O:7].CN(CCN(C)C)C.C([Li])(CC)C.CCCCCC.CN([CH:43]=[O:44])C. (2) Given the product [O:30]1[CH2:34][CH2:33][O:32][CH:31]1[C:35]1[N:40]=[CH:39][C:38](/[C:6](/[C:7]2[CH:8]=[C:9]3[C:13](=[CH:14][CH:15]=2)[N:12]([CH:16]2[CH2:21][CH2:20][CH2:19][CH2:18][O:17]2)[N:11]=[C:10]3[F:22])=[C:5](/[CH:1]2[CH2:2][CH2:3][CH2:4]2)\[C:24]2[CH:29]=[CH:28][CH:27]=[CH:26][CH:25]=2)=[CH:37][CH:36]=1, predict the reactants needed to synthesize it. The reactants are: [CH:1]1([C:5]#[C:6][C:7]2[CH:8]=[C:9]3[C:13](=[CH:14][CH:15]=2)[N:12]([CH:16]2[CH2:21][CH2:20][CH2:19][CH2:18][O:17]2)[N:11]=[C:10]3[F:22])[CH2:4][CH2:3][CH2:2]1.I[C:24]1[CH:29]=[CH:28][CH:27]=[CH:26][CH:25]=1.[O:30]1[CH2:34][CH2:33][O:32][CH:31]1[C:35]1[N:40]=[CH:39][C:38](B(O)O)=[CH:37][CH:36]=1. (3) Given the product [Cl:1][C:2]1[CH:7]=[CH:6][CH:5]=[CH:4][C:3]=1[C:8]1[C:9](=[O:22])[N:10]([C:16]2[CH:17]=[CH:18][CH:19]=[CH:20][CH:21]=2)[CH:11]=[C:12]([CH2:14][O:15][C:23]2[CH:28]=[CH:27][CH:26]=[CH:25][CH:24]=2)[CH:13]=1, predict the reactants needed to synthesize it. The reactants are: [Cl:1][C:2]1[CH:7]=[CH:6][CH:5]=[CH:4][C:3]=1[C:8]1[C:9](=[O:22])[N:10]([C:16]2[CH:21]=[CH:20][CH:19]=[CH:18][CH:17]=2)[CH:11]=[C:12]([CH2:14][OH:15])[CH:13]=1.[C:23]1(O)[CH:28]=[CH:27][CH:26]=[CH:25][CH:24]=1.C1(P(C2C=CC=CC=2)C2C=CC=CC=2)C=CC=CC=1.N(C(N(C)C)=O)=NC(N(C)C)=O. (4) Given the product [CH2:25]([CH:24]([N:4]1[C:5]2[N:6]=[C:7]([N:12]([CH2:22][CH3:23])[C:13]3[C:18]([CH3:19])=[CH:17][C:16]([CH3:20])=[CH:15][C:14]=3[CH3:21])[N:8]=[C:9]([CH3:11])[C:10]=2[CH:2]([NH:1][C:30](=[O:33])[CH2:31][CH3:32])[C:3]1=[O:29])[CH2:27][CH3:28])[CH3:26], predict the reactants needed to synthesize it. The reactants are: [NH2:1][CH:2]1[C:10]2[C:9]([CH3:11])=[N:8][C:7]([N:12]([CH2:22][CH3:23])[C:13]3[C:18]([CH3:19])=[CH:17][C:16]([CH3:20])=[CH:15][C:14]=3[CH3:21])=[N:6][C:5]=2[N:4]([CH:24]([CH2:27][CH3:28])[CH2:25][CH3:26])[C:3]1=[O:29].[C:30](Cl)(=[O:33])[CH2:31][CH3:32].C(N(CC)CC)C.O. (5) Given the product [CH3:34][O:33][C:31]1[CH:30]=[CH:29][C:14]2[C:15]([C:25]([F:28])([F:27])[F:26])=[C:16]([C:17]3[CH:22]=[CH:21][C:20]([O:23][CH3:24])=[CH:19][CH:18]=3)[CH:11]([C:8]3[CH:9]=[CH:10][C:5]([O:4][CH2:3][CH2:2][N:39]4[CH2:44][CH2:43][CH2:42][CH2:41][CH2:40]4)=[CH:6][CH:7]=3)[O:12][C:13]=2[CH:32]=1, predict the reactants needed to synthesize it. The reactants are: Cl[CH2:2][CH2:3][O:4][C:5]1[CH:10]=[CH:9][C:8]([CH:11]2[C:16]([C:17]3[CH:22]=[CH:21][C:20]([O:23][CH3:24])=[CH:19][CH:18]=3)=[C:15]([C:25]([F:28])([F:27])[F:26])[C:14]3[CH:29]=[CH:30][C:31]([O:33][CH3:34])=[CH:32][C:13]=3[O:12]2)=[CH:7][CH:6]=1.[I-].[K+].[Cl-].[Na+].[NH:39]1[CH2:44][CH2:43][CH2:42][CH2:41][CH2:40]1. (6) Given the product [Br:16][CH2:17][CH2:18][CH2:19][NH:4][C:3]1[CH:2]=[CH:8][CH:7]=[CH:6][CH:5]=1, predict the reactants needed to synthesize it. The reactants are: C[C:2]1[CH:8]=[C:7](C)[CH:6]=[C:5](C)[C:3]=1[NH2:4].[Li]CCCC.[Br:16][CH2:17][CH2:18][CH2:19]Br.